Dataset: Peptide-MHC class I binding affinity with 185,985 pairs from IEDB/IMGT. Task: Regression. Given a peptide amino acid sequence and an MHC pseudo amino acid sequence, predict their binding affinity value. This is MHC class I binding data. (1) The peptide sequence is KLLQICMWF. The MHC is HLA-B27:05 with pseudo-sequence HLA-B27:05. The binding affinity (normalized) is 0.0847. (2) The peptide sequence is SHEGEGIPL. The MHC is HLA-B08:01 with pseudo-sequence HLA-B08:01. The binding affinity (normalized) is 0.0847. (3) The peptide sequence is EVIEQWHSL. The MHC is HLA-A31:01 with pseudo-sequence HLA-A31:01. The binding affinity (normalized) is 0.0847.